From a dataset of Full USPTO retrosynthesis dataset with 1.9M reactions from patents (1976-2016). Predict the reactants needed to synthesize the given product. Given the product [NH2:1][CH:4]1[N:10]=[C:9]([C:11]2[CH:12]=[N:13][CH:14]=[CH:15][CH:16]=2)[C:8]2[CH:17]=[C:18]([Cl:21])[CH:19]=[CH:20][C:7]=2[N:6]([CH3:22])[C:5]1=[O:23], predict the reactants needed to synthesize it. The reactants are: [N:1]([CH:4]1[N:10]=[C:9]([C:11]2[CH:12]=[N:13][CH:14]=[CH:15][CH:16]=2)[C:8]2[CH:17]=[C:18]([Cl:21])[CH:19]=[CH:20][C:7]=2[N:6]([CH3:22])[C:5]1=[O:23])=[N+]=[N-].C1C=CC(P(C2C=CC=CC=2)C2C=CC=CC=2)=CC=1.